Dataset: Full USPTO retrosynthesis dataset with 1.9M reactions from patents (1976-2016). Task: Predict the reactants needed to synthesize the given product. (1) The reactants are: [CH3:1][S:2][C:3]1[N:4]([CH2:8][CH2:9][NH2:10])[CH:5]=[CH:6][N:7]=1.[F:11][C:12]([F:24])([F:23])[C:13]1[CH:18]=[CH:17][C:16]([CH2:19][CH2:20][CH:21]=O)=[CH:15][CH:14]=1. Given the product [CH3:1][S:2][C:3]1[N:4]2[CH2:8][CH2:9][NH:10][CH:21]([CH2:20][CH2:19][C:16]3[CH:17]=[CH:18][C:13]([C:12]([F:11])([F:23])[F:24])=[CH:14][CH:15]=3)[C:5]2=[CH:6][N:7]=1, predict the reactants needed to synthesize it. (2) Given the product [NH2:8][C@@H:9]1[C:23](=[O:24])[N:22]2[CH2:25][C@H:26]([O:28][C:29]3[C:30]4[S:44][CH:43]=[CH:42][C:31]=4[N:32]=[C:33]([C:35]4[N:39]([CH3:40])[N:38]=[C:37]([CH3:41])[CH:36]=4)[N:34]=3)[CH2:27][C@H:21]2[C:20](=[O:45])[NH:19][C@:18]2([C:47]([O:49][CH3:50])=[O:48])[CH2:46][C@H:17]2[CH:16]=[CH:15][CH2:14][CH2:13][CH2:12][CH2:11][CH2:10]1, predict the reactants needed to synthesize it. The reactants are: C(OC([NH:8][C@@H:9]1[C:23](=[O:24])[N:22]2[CH2:25][C@H:26]([O:28][C:29]3[C:30]4[S:44][CH:43]=[CH:42][C:31]=4[N:32]=[C:33]([C:35]4[N:39]([CH3:40])[N:38]=[C:37]([CH3:41])[CH:36]=4)[N:34]=3)[CH2:27][C@H:21]2[C:20](=[O:45])[NH:19][C@:18]2([C:47]([O:49][CH3:50])=[O:48])[CH2:46][C@H:17]2[CH:16]=[CH:15][CH2:14][CH2:13][CH2:12][CH2:11][CH2:10]1)=O)(C)(C)C.FC(F)(F)C(O)=O. (3) Given the product [NH2:17][C:16]1[N:2]([C:4]2[CH:11]=[CH:10][C:7]([C:8]#[N:9])=[CH:6][CH:5]=2)[N:3]=[C:14]([C:13]([CH3:20])([CH3:19])[CH3:12])[CH:15]=1, predict the reactants needed to synthesize it. The reactants are: Cl.[NH:2]([C:4]1[CH:11]=[CH:10][C:7]([C:8]#[N:9])=[CH:6][CH:5]=1)[NH2:3].[CH3:12][C:13]([CH3:20])([CH3:19])[C:14](=O)[CH2:15][C:16]#[N:17]. (4) Given the product [CH2:19]([C:16]1[NH:17][CH:18]=[C:13]([CH:8]([N:1]2[CH:5]=[CH:4][N:3]=[CH:2]2)[C:9]([F:12])([F:10])[F:11])[C:14](=[O:22])[C:15]=1[OH:21])[CH3:20], predict the reactants needed to synthesize it. The reactants are: [NH:1]1[CH:5]=[CH:4][N:3]=[CH:2]1.Cl.Cl[CH:8]([C:13]1[C:14](=[O:22])[C:15]([OH:21])=[C:16]([CH2:19][CH3:20])[NH:17][CH:18]=1)[C:9]([F:12])([F:11])[F:10]. (5) Given the product [C:1]([O:5][C:6]([N:8]1[CH2:13][CH2:12][CH:11]([C:14]2[O:23][C:17]3=[CH:18][N:19]=[C:20]([C:31]4[CH:32]=[CH:33][C:28]([S:25]([CH3:24])(=[O:27])=[O:26])=[CH:29][CH:30]=4)[CH:21]=[C:16]3[CH:15]=2)[CH2:10][CH2:9]1)=[O:7])([CH3:4])([CH3:3])[CH3:2], predict the reactants needed to synthesize it. The reactants are: [C:1]([O:5][C:6]([N:8]1[CH2:13][CH2:12][CH:11]([C:14]2[O:23][C:17]3=[CH:18][N:19]=[C:20](Cl)[CH:21]=[C:16]3[CH:15]=2)[CH2:10][CH2:9]1)=[O:7])([CH3:4])([CH3:3])[CH3:2].[CH3:24][S:25]([C:28]1[CH:33]=[CH:32][C:31](B(O)O)=[CH:30][CH:29]=1)(=[O:27])=[O:26]. (6) Given the product [CH:1]1[C:13]2[CH:12]([CH2:14][O:15][C:16](=[O:33])[NH:17][CH:18]([CH:27]3[CH2:32][CH2:31][N:30]([C:40]([C:35]4[N:36]=[CH:37][CH:38]=[CH:39][N:34]=4)=[O:41])[CH2:29][CH2:28]3)[CH2:19][C:20]3[CH:25]=[CH:24][CH:23]=[C:22]([Cl:26])[CH:21]=3)[C:11]3[C:6](=[CH:7][CH:8]=[CH:9][CH:10]=3)[C:5]=2[CH:4]=[CH:3][CH:2]=1, predict the reactants needed to synthesize it. The reactants are: [CH:1]1[C:13]2[CH:12]([CH2:14][O:15][C:16](=[O:33])[NH:17][CH:18]([CH:27]3[CH2:32][CH2:31][NH:30][CH2:29][CH2:28]3)[CH2:19][C:20]3[CH:25]=[CH:24][CH:23]=[C:22]([Cl:26])[CH:21]=3)[C:11]3[C:6](=[CH:7][CH:8]=[CH:9][CH:10]=3)[C:5]=2[CH:4]=[CH:3][CH:2]=1.[N:34]1[CH:39]=[CH:38][CH:37]=[N:36][C:35]=1[C:40](O)=[O:41].CN1CCOCC1. (7) Given the product [CH:1]1([CH2:4][C:5]2[N:10]3[N:11]=[CH:12][C:13]([N:19]4[CH2:24][CH2:23][CH:22]([C:25]5[CH:30]=[CH:29][CH:28]=[CH:27][CH:26]=5)[CH2:21][CH2:20]4)=[C:14]([C:15]([F:18])([F:17])[F:16])[C:9]3=[N:8][N:7]=2)[CH2:3][CH2:2]1, predict the reactants needed to synthesize it. The reactants are: [CH:1]1([CH2:4][C:5]([NH:7][NH:8][C:9]2[N:10]=[N:11][CH:12]=[C:13]([N:19]3[CH2:24][CH2:23][CH:22]([C:25]4[CH:30]=[CH:29][CH:28]=[CH:27][CH:26]=4)[CH2:21][CH2:20]3)[C:14]=2[C:15]([F:18])([F:17])[F:16])=O)[CH2:3][CH2:2]1.C1(P(C2C=CC=CC=2)C2C=CC=CC=2)C=CC=CC=1.N([Si](C)(C)C)=[N+]=[N-].CCOC(/N=N/C(OCC)=O)=O.C1(C)C=CC=CC=1. (8) Given the product [Cl:20][C:4]1[CH:3]=[C:2]([N:1]2[CH2:26][CH2:25][O:24][CH2:23][CH2:22]2)[CH:7]=[C:6]([CH3:8])[C:5]=1[NH:9][C:10](=[O:19])[CH2:11][C:12]1[CH:17]=[CH:16][CH:15]=[C:14]([F:18])[CH:13]=1, predict the reactants needed to synthesize it. The reactants are: [NH2:1][C:2]1[CH:7]=[C:6]([CH3:8])[C:5]([NH:9][C:10](=[O:19])[CH2:11][C:12]2[CH:17]=[CH:16][CH:15]=[C:14]([F:18])[CH:13]=2)=[C:4]([Cl:20])[CH:3]=1.Cl[CH2:22][CH2:23][O:24][CH2:25][CH2:26]Cl.[I-].[K+].C(=O)(O)[O-].[Na+]. (9) Given the product [CH:31]1[C:44]2[C:35](=[N:36][C:37]3[C:42]([C:43]=2[NH:45][C:46]2[CH:51]=[C:50]([NH:52][C:5]([C:4]4[CH:8]=[C:9]([NH:14][C:15]([N:17]5[CH2:22][CH2:21][N:20]([C:23]6[CH:28]=[C:27]([CH3:29])[CH:26]=[C:25]([CH3:30])[CH:24]=6)[CH2:19][CH2:18]5)=[O:16])[C:10]([O:12][CH3:13])=[N:11][C:3]=4[CH2:1][CH3:2])=[O:7])[CH:49]=[C:48]([CH2:53][OH:54])[CH:47]=2)=[CH:41][CH:40]=[CH:39][CH:38]=3)[CH:34]=[CH:33][CH:32]=1, predict the reactants needed to synthesize it. The reactants are: [CH2:1]([C:3]1[N:11]=[C:10]([O:12][CH3:13])[C:9]([NH:14][C:15]([N:17]2[CH2:22][CH2:21][N:20]([C:23]3[CH:28]=[C:27]([CH3:29])[CH:26]=[C:25]([CH3:30])[CH:24]=3)[CH2:19][CH2:18]2)=[O:16])=[CH:8][C:4]=1[C:5]([OH:7])=O)[CH3:2].[CH:31]1[C:44]2[C:35](=[N:36][C:37]3[C:42]([C:43]=2[NH:45][C:46]2[CH:47]=[C:48]([CH2:53][OH:54])[CH:49]=[C:50]([NH2:52])[CH:51]=2)=[CH:41][CH:40]=[CH:39][CH:38]=3)[CH:34]=[CH:33][CH:32]=1. (10) Given the product [Br-:2].[OH:36][C@@H:34]([C@H:33]1[C:32](=[O:37])[N:17]2[C:18]([C:19]([O-:21])=[O:20])=[C:14]([C:12]3[S:11][C:10]4=[C:39]([S:40][CH3:41])[N:7]([CH2:6][C:5]5[CH:42]=[CH:43][CH:44]=[CH:45][C:4]=5[CH2:3][N+:47]5([CH3:46])[CH2:52][CH2:51][O:50][CH2:49][CH2:48]5)[CH:8]=[N+:9]4[CH:13]=3)[C@H:15]([CH3:38])[C@H:16]12)[CH3:35], predict the reactants needed to synthesize it. The reactants are: [Br-].[Br:2][CH2:3][C:4]1[CH:45]=[CH:44][CH:43]=[CH:42][C:5]=1[CH2:6][N:7]1[C:39]([S:40][CH3:41])=[C:10]2[S:11][C:12]([C:14]3[C@H:15]([CH3:38])[C@@H:16]4[C@@H:33]([C@H:34]([OH:36])[CH3:35])[C:32](=[O:37])[N:17]4[C:18]=3[C:19]([O:21]CC3C=CC([N+]([O-])=O)=CC=3)=[O:20])=[CH:13][N+:9]2=[CH:8]1.[CH3:46][N:47]1[CH2:52][CH2:51][O:50][CH2:49][CH2:48]1.